From a dataset of Peptide-MHC class II binding affinity with 134,281 pairs from IEDB. Regression. Given a peptide amino acid sequence and an MHC pseudo amino acid sequence, predict their binding affinity value. This is MHC class II binding data. (1) The peptide sequence is IPALEAAVKQAYAAT. The binding affinity (normalized) is 0.448. The MHC is DRB1_0401 with pseudo-sequence DRB1_0401. (2) The binding affinity (normalized) is 0. The peptide sequence is SGTYCLNVSLADTNS. The MHC is DRB1_1302 with pseudo-sequence DRB1_1302. (3) The peptide sequence is ASTGGAYESYKFIPA. The MHC is DRB3_0202 with pseudo-sequence DRB3_0202. The binding affinity (normalized) is 0.169. (4) The peptide sequence is YDDFLANVSTVLTGK. The MHC is DRB1_1302 with pseudo-sequence DRB1_1302. The binding affinity (normalized) is 0.845. (5) The peptide sequence is PQQQTLQPQQPAQL. The MHC is DRB1_0701 with pseudo-sequence DRB1_0701. The binding affinity (normalized) is 0.295. (6) The peptide sequence is GFVGLCRTLGSKCVR. The binding affinity (normalized) is 0.844. The MHC is DRB1_1101 with pseudo-sequence DRB1_1101. (7) The peptide sequence is INEPTAAMIAYGLDR. The MHC is HLA-DQA10401-DQB10402 with pseudo-sequence HLA-DQA10401-DQB10402. The binding affinity (normalized) is 0.555. (8) The peptide sequence is ANGYFSGHVIPACKN. The MHC is DRB1_0301 with pseudo-sequence DRB1_0301. The binding affinity (normalized) is 0. (9) The peptide sequence is LQLIQLINVDEVNQIVTTN. The MHC is DRB1_0401 with pseudo-sequence DRB1_0401. The binding affinity (normalized) is 0.544. (10) The peptide sequence is SRVLNYDFNKLTALA. The MHC is H-2-IAb with pseudo-sequence H-2-IAb. The binding affinity (normalized) is 0.227.